Dataset: Reaction yield outcomes from USPTO patents with 853,638 reactions. Task: Predict the reaction yield, written as a fraction of the theoretical maximum amount of product (1.0 means a 100% yield; for example, 0.34 means a 34% yield). (1) The reactants are [NH2:1][C:2]1[N:7]=[C:6]([NH:8][C:9](=[O:19])[C:10]2[C:15]([Cl:16])=[CH:14][C:13]([Cl:17])=[CH:12][C:11]=2[Cl:18])[CH:5]=[CH:4][CH:3]=1.[CH3:20][N:21]1[CH2:26][CH2:25][C:24](=O)[CH2:23][CH2:22]1.C(O)(=O)C.C(O[BH-](OC(=O)C)OC(=O)C)(=O)C.[Na+]. The catalyst is ClCCCl. The product is [Cl:16][C:15]1[CH:14]=[C:13]([Cl:17])[CH:12]=[C:11]([Cl:18])[C:10]=1[C:9]([NH:8][C:6]1[CH:5]=[CH:4][CH:3]=[C:2]([NH:1][CH:24]2[CH2:25][CH2:26][N:21]([CH3:20])[CH2:22][CH2:23]2)[N:7]=1)=[O:19]. The yield is 0.450. (2) The reactants are [C:1]([O:9][C@H:10]1[CH2:15][C@H:14]([O:16]CC2C=CC=CC=2)[CH2:13][CH2:12][C@@H:11]1[C:24]1[N:28]([CH2:29][O:30][CH2:31][CH2:32][O:33][CH3:34])[N:27]=[CH:26][CH:25]=1)(=[O:8])[C:2]1[CH:7]=[CH:6][CH:5]=[CH:4][CH:3]=1.C(O[C@@H]1CC[C@H](OCC2C=CC=CC=2)C[C@@H]1C1N(COCCOC)N=CC=1)(=O)C1C=CC=CC=1. The catalyst is C(O)C.[C].[Pd]. The product is [C:1]([O:9][C@H:10]1[CH2:15][C@H:14]([OH:16])[CH2:13][CH2:12][C@@H:11]1[C:24]1[N:28]([CH2:29][O:30][CH2:31][CH2:32][O:33][CH3:34])[N:27]=[CH:26][CH:25]=1)(=[O:8])[C:2]1[CH:7]=[CH:6][CH:5]=[CH:4][CH:3]=1. The yield is 0.480. (3) The reactants are Br[C:2]1[CH:3]=[N:4][CH:5]=[CH:6][CH:7]=1.[NH2:8][CH2:9][C:10]1[CH:11]=[C:12](B(O)O)[CH:13]=[CH:14][CH:15]=1.O. The catalyst is C(=O)([O-])[O-].[Na+].[Na+].C(COC)OC.C1C=CC([P]([Pd]([P](C2C=CC=CC=2)(C2C=CC=CC=2)C2C=CC=CC=2)([P](C2C=CC=CC=2)(C2C=CC=CC=2)C2C=CC=CC=2)[P](C2C=CC=CC=2)(C2C=CC=CC=2)C2C=CC=CC=2)(C2C=CC=CC=2)C2C=CC=CC=2)=CC=1. The product is [N:4]1[CH:5]=[CH:6][CH:7]=[C:2]([C:14]2[CH:15]=[C:10]([CH2:9][NH2:8])[CH:11]=[CH:12][CH:13]=2)[CH:3]=1. The yield is 0.450. (4) The reactants are [CH3:1][N:2]([S:15]([C:18]1[S:19][CH:20]=[CH:21][CH:22]=1)(=[O:17])=[O:16])[C:3]1[CH:4]=[CH:5][CH:6]=[C:7]2[C:11]=1[NH:10][C:9]([C:12](=[S:14])[NH2:13])=[CH:8]2.Br[CH:24]([CH:27]=O)[CH:25]=[O:26].CN(C)C(=O)C. The catalyst is O. The product is [OH:26][CH2:25][C:24]1[S:14][C:12]([C:9]2[NH:10][C:11]3[C:7]([CH:8]=2)=[CH:6][CH:5]=[CH:4][C:3]=3[N:2]([CH3:1])[S:15]([C:18]2[S:19][CH:20]=[CH:21][CH:22]=2)(=[O:17])=[O:16])=[N:13][CH:27]=1. The yield is 0.390. (5) The reactants are FC(F)(F)S(O[C:7]1[C:8]([C:18]([N:20]([O:22][CH3:23])[CH3:21])=[O:19])=[CH:9][C:10]([Cl:17])=[C:11]2[C:16]=1[N:15]=[CH:14][CH:13]=[CH:12]2)(=O)=O.[NH:26]1[CH2:30][CH2:29][C@H:28]([NH:31][C:32](=[O:34])[CH3:33])[CH2:27]1.C(=O)([O-])[O-].[Cs+].[Cs+]. The catalyst is O1CCCC1.ClCCl.C([O-])(=O)C.[Pd+2].C([O-])(=O)C.C1(P(C2C=CC=CC=2)C2C=CC3C(=CC=CC=3)C=2C2C3C(=CC=CC=3)C=CC=2P(C2C=CC=CC=2)C2C=CC=CC=2)C=CC=CC=1. The product is [C:32]([NH:31][C@H:28]1[CH2:29][CH2:30][N:26]([C:7]2[C:8]([C:18]([N:20]([O:22][CH3:23])[CH3:21])=[O:19])=[CH:9][C:10]([Cl:17])=[C:11]3[C:16]=2[N:15]=[CH:14][CH:13]=[CH:12]3)[CH2:27]1)(=[O:34])[CH3:33]. The yield is 0.660. (6) The reactants are [CH3:1][O:2][C:3](=[O:36])[CH2:4][N:5]1[C:10](=[O:11])[C:9](Cl)=[C:8]([C:13]2[CH:18]=[CH:17][C:16]([C:19]#[N:20])=[C:15]([F:21])[CH:14]=2)[N:7]=[C:6]1[N:22]1[CH2:27][CH2:26][CH:25]([NH:28][C:29]([O:31][C:32]([CH3:35])([CH3:34])[CH3:33])=[O:30])[CH2:24][CH2:23]1.[C:37]([O-:40])([O-])=O.[K+].[K+]. The catalyst is CN(C=O)C.O. The product is [CH3:1][O:2][C:3](=[O:36])[CH2:4][N:5]1[C:10](=[O:11])[C:9]([C:13]2[CH:18]=[CH:17][C:16]([O:40][CH3:37])=[CH:15][CH:14]=2)=[C:8]([C:13]2[CH:18]=[CH:17][C:16]([C:19]#[N:20])=[C:15]([F:21])[CH:14]=2)[N:7]=[C:6]1[N:22]1[CH2:27][CH2:26][CH:25]([NH:28][C:29]([O:31][C:32]([CH3:35])([CH3:34])[CH3:33])=[O:30])[CH2:24][CH2:23]1. The yield is 0.240. (7) The reactants are [H-].[Na+].[CH3:3][S:4][C:5]1[CH:10]=[CH:9][CH:8]=[CH:7][C:6]=1[C:11]1[NH:15][CH:14]=[C:13]([CH:16]=[O:17])[CH:12]=1.C1OCCOCCOCCOCCOC1.[N:33]1[CH:38]=[CH:37][CH:36]=[C:35]([S:39](Cl)(=[O:41])=[O:40])[CH:34]=1. The product is [CH3:3][S:4][C:5]1[CH:10]=[CH:9][CH:8]=[CH:7][C:6]=1[C:11]1[N:15]([S:39]([C:35]2[CH:34]=[N:33][CH:38]=[CH:37][CH:36]=2)(=[O:41])=[O:40])[CH:14]=[C:13]([CH:16]=[O:17])[CH:12]=1. The yield is 0.690. The catalyst is O1CCCC1.O. (8) The yield is 0.460. No catalyst specified. The reactants are [CH3:1][O:2][C:3]1[CH:4]=[C:5]2[C:10](=[CH:11][C:12]=1[O:13][CH3:14])[N:9]=[CH:8][N:7]=[C:6]2[O:15][C:16]1[CH:17]=[C:18]([CH:20]=[CH:21][CH:22]=1)[NH2:19].[CH3:23][O:24][C:25]1[CH:26]=[C:27]([NH:35][C:36](=O)[O:37]C2C=CC=CC=2)[CH:28]=[C:29]([C:31]([F:34])([F:33])[F:32])[CH:30]=1. The product is [CH3:1][O:2][C:3]1[CH:4]=[C:5]2[C:10](=[CH:11][C:12]=1[O:13][CH3:14])[N:9]=[CH:8][N:7]=[C:6]2[O:15][C:16]1[CH:17]=[C:18]([NH:19][C:36]([NH:35][C:27]2[CH:28]=[C:29]([C:31]([F:32])([F:33])[F:34])[CH:30]=[C:25]([O:24][CH3:23])[CH:26]=2)=[O:37])[CH:20]=[CH:21][CH:22]=1. (9) The reactants are [CH3:1][O:2][C:3]1[CH:20]=[CH:19][C:6]([CH2:7][NH:8][S:9]([NH:12][CH2:13][C:14](OCC)=[O:15])(=[O:11])=[O:10])=[CH:5][CH:4]=1.O(C(C)(C)C)[K]. The catalyst is CN(C=O)C. The product is [CH3:1][O:2][C:3]1[CH:20]=[CH:19][C:6]([CH2:7][N:8]2[C:14](=[O:15])[CH2:13][NH:12][S:9]2(=[O:11])=[O:10])=[CH:5][CH:4]=1. The yield is 0.540. (10) The reactants are Cl[C:2]1[C:7]([C:8]([F:11])([F:10])[F:9])=[CH:6][N:5]=[C:4]([NH:12][C:13]2[CH:18]=[CH:17][C:16]([P:19]([CH3:22])([CH3:21])=[O:20])=[CH:15][CH:14]=2)[N:3]=1.C(N(CC)CC)C.[CH3:30][N:31]1[CH2:36][CH2:35][NH:34][CH2:33][CH2:32]1. The catalyst is C(O)C. The product is [CH3:21][P:19]([C:16]1[CH:17]=[CH:18][C:13]([NH:12][C:4]2[N:3]=[C:2]([N:34]3[CH2:35][CH2:36][N:31]([CH3:30])[CH2:32][CH2:33]3)[C:7]([C:8]([F:11])([F:10])[F:9])=[CH:6][N:5]=2)=[CH:14][CH:15]=1)([CH3:22])=[O:20]. The yield is 0.790.